Dataset: Reaction yield outcomes from USPTO patents with 853,638 reactions. Task: Predict the reaction yield, written as a fraction of the theoretical maximum amount of product (1.0 means a 100% yield; for example, 0.34 means a 34% yield). (1) The reactants are [C:1]([O:5][C:6](=[O:21])[N:7]([CH2:19][CH3:20])[C:8]1[S:12][C:11]([C:13]2[CH:14]=[N:15][CH:16]=[CH:17][CH:18]=2)=[N:10][CH:9]=1)([CH3:4])([CH3:3])[CH3:2].[Cl:22]N1C(=O)CCC1=O. The catalyst is C(#N)C. The product is [C:1]([O:5][C:6](=[O:21])[N:7]([C:8]1[S:12][C:11]([C:13]2[CH:14]=[N:15][CH:16]=[CH:17][CH:18]=2)=[N:10][C:9]=1[Cl:22])[CH2:19][CH3:20])([CH3:4])([CH3:3])[CH3:2]. The yield is 0.670. (2) The reactants are [N:1]1[C:11]2[C:6](=[CH:7][CH:8]=[CH:9][CH:10]=2)[C:4]([CH3:5])=[CH:3][CH:2]=1.[BrH:12].[Br:13][CH2:14][CH2:15][CH2:16][NH2:17]. The catalyst is ClC1C=CC=CC=1Cl.CO. The product is [Br-:13].[NH3+:17][CH2:16][CH2:15][CH2:14][N+:1]1[C:11]2[C:6](=[CH:7][CH:8]=[CH:9][CH:10]=2)[C:4]([CH3:5])=[CH:3][CH:2]=1.[Br-:12]. The yield is 0.190. (3) The reactants are [NH2:1][C:2]1[CH:7]=[CH:6][C:5]([O:8][CH3:9])=[CH:4][N:3]=1.[NH2:10][C:11]1[CH:16]=[CH:15][C:14](I)=[CH:13][N:12]=1.C[O-].[Na+]. The catalyst is CO.[Cu]. The product is [CH3:9][O:8][C:5]1[CH:6]=[CH:7][C:2]([NH:1][C:13]2[C:14]3[C:15](=[CH:4][CH:5]=[CH:6][CH:7]=3)[N:10]=[C:11]([CH3:16])[N:12]=2)=[N:3][CH:4]=1. The yield is 0.310. (4) The yield is 0.0850. No catalyst specified. The reactants are Cl[C:2]1[N:10]=[C:9](Cl)[CH:8]=[CH:7][C:3]=1[C:4]([NH2:6])=[O:5].[F:12][C:13]1[CH:19]=[CH:18][C:16]([NH2:17])=[CH:15][C:14]=1[CH3:20].C(O[C:26](=[O:33])[NH:27][C@H:28]1[CH2:32][CH2:31][NH:30][CH2:29]1)(C)(C)C.[C:34](O)(=O)[CH:35]=C. The product is [C:26]([NH:27][C@H:28]1[CH2:32][CH2:31][N:30]([C:9]2[CH:8]=[CH:7][C:3]([C:4]([NH2:6])=[O:5])=[C:2]([NH:17][C:16]3[CH:18]=[CH:19][C:13]([F:12])=[C:14]([CH3:20])[CH:15]=3)[N:10]=2)[CH2:29]1)(=[O:33])[CH:34]=[CH2:35]. (5) The reactants are [F:1][C:2]1[CH:3]=[C:4]2[C:8](=[CH:9][C:10]=1[NH:11][C:12]([CH2:14][O:15]C(=O)C)=[O:13])[NH:7][C:6](=[O:19])[CH2:5]2.O.[OH-].[Na+]. The catalyst is CO. The product is [F:1][C:2]1[CH:3]=[C:4]2[C:8](=[CH:9][C:10]=1[NH:11][C:12](=[O:13])[CH2:14][OH:15])[NH:7][C:6](=[O:19])[CH2:5]2. The yield is 0.938. (6) The reactants are [CH3:1][N:2]([CH3:20])[CH2:3][CH2:4][CH2:5][O:6][C:7]1[CH:12]=[CH:11][C:10]([NH2:13])=[CH:9][C:8]=1[C:14]1[N:15]([CH3:19])[N:16]=[CH:17][CH:18]=1.[Cl:21][C:22]1[CH:23]=[C:24]([N:29]=[C:30]=[O:31])[CH:25]=[CH:26][C:27]=1[F:28]. The catalyst is C(Cl)Cl. The product is [Cl:21][C:22]1[CH:23]=[C:24]([NH:29][C:30]([NH:13][C:10]2[CH:11]=[CH:12][C:7]([O:6][CH2:5][CH2:4][CH2:3][N:2]([CH3:1])[CH3:20])=[C:8]([C:14]3[N:15]([CH3:19])[N:16]=[CH:17][CH:18]=3)[CH:9]=2)=[O:31])[CH:25]=[CH:26][C:27]=1[F:28]. The yield is 0.710. (7) The reactants are [Cl:1][C:2]1[N:3]=[C:4](Cl)[C:5]2[CH2:10][CH2:9][CH:8]([C:11]3[CH:16]=[CH:15][C:14]([F:17])=[CH:13][CH:12]=3)[C:6]=2[N:7]=1.[CH3:19][C:20]1([NH:26][C:27](=[O:33])[O:28][C:29]([CH3:32])([CH3:31])[CH3:30])[CH2:25][CH2:24][NH:23][CH2:22][CH2:21]1. The catalyst is CO. The product is [Cl:1][C:2]1[N:3]=[C:4]([N:23]2[CH2:22][CH2:21][C:20]([NH:26][C:27](=[O:33])[O:28][C:29]([CH3:32])([CH3:31])[CH3:30])([CH3:19])[CH2:25][CH2:24]2)[C:5]2[CH2:10][CH2:9][CH:8]([C:11]3[CH:16]=[CH:15][C:14]([F:17])=[CH:13][CH:12]=3)[C:6]=2[N:7]=1. The yield is 0.244. (8) The reactants are [CH3:1][O:2][C:3]1[CH:4]=[C:5]2[C:9](=[CH:10][CH:11]=1)[C:8](=[O:12])[CH2:7][CH2:6]2.[N:13](OCCCC)=[O:14].Cl. The catalyst is CO. The product is [CH3:1][O:2][C:3]1[CH:4]=[C:5]2[C:9](=[CH:10][CH:11]=1)[C:8](=[O:12])[C:7](=[N:13][OH:14])[CH2:6]2. The yield is 0.620. (9) The reactants are [NH2:1][C:2]1[CH:3]=[C:4]2[C:9](=[CH:10][CH:11]=1)[N:8]=[CH:7][C:6]([C:12]#[N:13])=[C:5]2[NH:14][C:15]1[CH:20]=[CH:19][C:18]([F:21])=[C:17]([Cl:22])[CH:16]=1.[CH3:23][N:24]1[C:28]2[CH:29]=[CH:30][CH:31]=[CH:32][C:27]=2[N:26]=[C:25]1[CH:33]=O.[BH3-]C#N.[Na+]. The catalyst is CCO. The product is [Cl:22][C:17]1[CH:16]=[C:15]([NH:14][C:5]2[C:4]3[C:9](=[CH:10][CH:11]=[C:2]([NH:1][CH2:33][C:25]4[N:24]([CH3:23])[C:28]5[CH:29]=[CH:30][CH:31]=[CH:32][C:27]=5[N:26]=4)[CH:3]=3)[N:8]=[CH:7][C:6]=2[C:12]#[N:13])[CH:20]=[CH:19][C:18]=1[F:21]. The yield is 0.0800.